From a dataset of Full USPTO retrosynthesis dataset with 1.9M reactions from patents (1976-2016). Predict the reactants needed to synthesize the given product. (1) The reactants are: [CH2:1]([O:3][C:4]([CH:6]1[CH2:11][CH2:10][C:9]([C:12]2[CH:17]=[CH:16][CH:15]=[C:14]([C:18]3[O:22][N:21]=[C:20]([CH3:23])[C:19]=3[NH:24][C:25]([O:27][CH:28]([C:30]3[CH:35]=[CH:34][CH:33]=[CH:32][C:31]=3[Cl:36])[CH3:29])=[O:26])[CH:13]=2)=[CH:8][CH2:7]1)=[O:5])[CH3:2]. Given the product [CH2:1]([O:3][C:4]([CH:6]1[CH2:11][CH2:10][CH:9]([C:12]2[CH:17]=[CH:16][CH:15]=[C:14]([C:18]3[O:22][N:21]=[C:20]([CH3:23])[C:19]=3[NH:24][C:25]([O:27][CH:28]([C:30]3[CH:35]=[CH:34][CH:33]=[CH:32][C:31]=3[Cl:36])[CH3:29])=[O:26])[CH:13]=2)[CH2:8][CH2:7]1)=[O:5])[CH3:2], predict the reactants needed to synthesize it. (2) Given the product [Cl:34][C:31]1[CH:30]=[CH:29][C:28]([CH2:27][C:26](=[O:35])[CH2:25][NH:24][C:20]([C:10]2[N:11]=[C:12]3[N:18]([CH3:19])[CH:17]=[CH:16][N:13]3[C:14](=[O:15])[C:9]=2[O:8][CH2:1][C:2]2[CH:3]=[CH:4][CH:5]=[CH:6][CH:7]=2)=[O:21])=[CH:33][CH:32]=1, predict the reactants needed to synthesize it. The reactants are: [CH2:1]([O:8][C:9]1[C:14](=[O:15])[N:13]2[CH:16]=[CH:17][N:18]([CH3:19])[C:12]2=[N:11][C:10]=1[C:20](O)=[O:21])[C:2]1[CH:7]=[CH:6][CH:5]=[CH:4][CH:3]=1.Cl.[NH2:24][CH2:25][C:26](=[O:35])[CH2:27][C:28]1[CH:33]=[CH:32][C:31]([Cl:34])=[CH:30][CH:29]=1. (3) The reactants are: [C:1]1(=[O:11])[C:5]2([CH2:10][CH2:9][NH:8][CH2:7][CH2:6]2)[CH2:4][CH2:3][NH:2]1.[Cl:12][C:13]1[N:21]=[C:20]2[C:16]([N:17]=[C:18]([CH:24]=O)[N:19]2[CH2:22][CH3:23])=[C:15]([N:26]2[CH2:31][CH2:30][O:29][CH2:28][CH2:27]2)[N:14]=1.C(O[BH-](OC(=O)C)OC(=O)C)(=O)C.[Na+]. Given the product [Cl:12][C:13]1[N:21]=[C:20]2[C:16]([N:17]=[C:18]([CH2:24][N:8]3[CH2:9][CH2:10][C:5]4([C:1](=[O:11])[NH:2][CH2:3][CH2:4]4)[CH2:6][CH2:7]3)[N:19]2[CH2:22][CH3:23])=[C:15]([N:26]2[CH2:27][CH2:28][O:29][CH2:30][CH2:31]2)[N:14]=1, predict the reactants needed to synthesize it. (4) Given the product [CH:17]1([CH:21]([O:23][C:29](=[O:38])[NH:26][C:12]2[N:8]([C:5]3[CH:4]=[CH:3][C:2]([Br:1])=[CH:7][CH:6]=3)[N:9]=[N:10][C:11]=2[CH3:16])[CH3:22])[CH2:20][CH2:19]1, predict the reactants needed to synthesize it. The reactants are: [Br:1][C:2]1[CH:7]=[CH:6][C:5]([N:8]2[C:12](C(O)=O)=[C:11]([CH3:16])[N:10]=[N:9]2)=[CH:4][CH:3]=1.[CH:17]1([CH:21]([OH:23])[CH3:22])[CH2:20][CH2:19]C1.C([N:26]([CH2:29]C)CC)C.C1(P(N=[N+]=[N-])(C2C=CC=CC=2)=[O:38])C=CC=CC=1. (5) Given the product [NH2:1][CH2:2][C:3]1[CH:32]=[CH:31][C:30]([Cl:33])=[CH:29][C:4]=1[CH2:5][NH:6][C:7]([C@@H:9]1[CH2:13][CH2:12][CH2:11][N:10]1[C:14]([C:16]1[NH:17][CH:18]=[C:19]([C:21]2[CH:22]=[N:23][CH:24]=[CH:25][CH:26]=2)[CH:20]=1)=[O:15])=[O:8], predict the reactants needed to synthesize it. The reactants are: [NH2:1][CH2:2][C:3]1[CH:32]=[CH:31][C:30]([Cl:33])=[CH:29][C:4]=1[CH2:5][NH:6][C:7]([C@@H:9]1[CH2:13][CH2:12][CH2:11][N:10]1[C:14]([C:16]1[N:17](CO)[CH:18]=[C:19]([C:21]2[CH:22]=[N:23][CH:24]=[CH:25][CH:26]=2)[CH:20]=1)=[O:15])=[O:8].N. (6) Given the product [Cl:27][C:9]1[CH:8]=[C:7]2[C:12]([C:13](=[O:26])[C:14]([CH2:15][NH:16][C:17]([C:19]3[CH:24]=[CH:23][C:22]([N:35]4[CH2:40][CH2:39][CH:38]([CH2:41][OH:42])[CH2:37][CH2:36]4)=[N:21][CH:20]=3)=[O:18])=[C:5]([C:3](=[O:4])[N:2]([CH3:1])[CH3:34])[N:6]2[C:28]2[CH:33]=[CH:32][CH:31]=[CH:30][CH:29]=2)=[CH:11][CH:10]=1, predict the reactants needed to synthesize it. The reactants are: [CH3:1][N:2]([CH3:34])[C:3]([C:5]1[N:6]([C:28]2[CH:33]=[CH:32][CH:31]=[CH:30][CH:29]=2)[C:7]2[C:12]([C:13](=[O:26])[C:14]=1[CH2:15][NH:16][C:17]([C:19]1[CH:20]=[N:21][C:22](Cl)=[CH:23][CH:24]=1)=[O:18])=[CH:11][CH:10]=[C:9]([Cl:27])[CH:8]=2)=[O:4].[NH:35]1[CH2:40][CH2:39][CH:38]([CH2:41][OH:42])[CH2:37][CH2:36]1. (7) Given the product [CH2:1]([O:3][C:4]1[CH:9]=[CH:8][C:7]([S:10]([NH2:13])(=[O:11])=[O:12])=[CH:6][C:5]=1[NH:14][C:15]([NH2:17])=[S:16])[CH3:2], predict the reactants needed to synthesize it. The reactants are: [CH2:1]([O:3][C:4]1[CH:9]=[CH:8][C:7]([S:10]([NH2:13])(=[O:12])=[O:11])=[CH:6][C:5]=1[N:14]=[C:15]=[S:16])[CH3:2].[N:17](C1C=C(S(N)(=O)=O)C=CC=1OC)=C=S.